The task is: Predict the reactants needed to synthesize the given product.. This data is from Full USPTO retrosynthesis dataset with 1.9M reactions from patents (1976-2016). (1) Given the product [OH:25][CH2:26][CH:27]([NH:29][C:21]([C:17]1[N:18]([CH3:20])[N:19]=[C:15](/[CH:14]=[CH:13]/[C:12]2[C:8]([C:5]3[CH:4]=[CH:3][C:2]([F:1])=[CH:7][CH:6]=3)=[N:9][O:10][C:11]=2[CH3:24])[CH:16]=1)=[O:23])[CH3:28], predict the reactants needed to synthesize it. The reactants are: [F:1][C:2]1[CH:7]=[CH:6][C:5]([C:8]2[C:12](/[CH:13]=[CH:14]/[C:15]3[CH:16]=[C:17]([C:21]([OH:23])=O)[N:18]([CH3:20])[N:19]=3)=[C:11]([CH3:24])[O:10][N:9]=2)=[CH:4][CH:3]=1.[OH:25][CH2:26][CH:27]([NH2:29])[CH3:28]. (2) Given the product [C:79]([O:78][C:76]([NH:75][C@@H:66]([CH2:65][CH2:64][NH:63][C:21](=[O:22])[C:20]1[CH:24]=[CH:25][C:17]([NH:16][C:13]2[N:12]=[CH:11][C:10]3[N:9]([CH3:28])[C:8](=[O:29])[C@@H:7]([CH2:30][CH3:31])[N:6]([CH:1]4[CH2:5][CH2:4][CH2:3][CH2:2]4)[C:15]=3[N:14]=2)=[C:18]([O:26][CH3:27])[CH:19]=1)[C:67]([O:69][CH:70]1[CH2:71][CH2:72][CH2:73][CH2:74]1)=[O:68])=[O:77])([CH3:82])([CH3:81])[CH3:80], predict the reactants needed to synthesize it. The reactants are: [CH:1]1([N:6]2[C:15]3[N:14]=[C:13]([NH:16][C:17]4[CH:25]=[CH:24][C:20]([C:21](O)=[O:22])=[CH:19][C:18]=4[O:26][CH3:27])[N:12]=[CH:11][C:10]=3[N:9]([CH3:28])[C:8](=[O:29])[C@H:7]2[CH2:30][CH3:31])[CH2:5][CH2:4][CH2:3][CH2:2]1.F[B-](F)(F)F.N1(OC(N(C)C)=[N+](C)C)C2C=CC=CC=2N=N1.CCN(C(C)C)C(C)C.[NH2:63][CH2:64][CH2:65][C@H:66]([NH:75][C:76]([O:78][C:79]([CH3:82])([CH3:81])[CH3:80])=[O:77])[C:67]([O:69][CH:70]1[CH2:74][CH2:73][CH2:72][CH2:71]1)=[O:68]. (3) The reactants are: [CH2:1]([O:4][CH2:5][CH2:6][O:7][CH2:8][CH2:9][OH:10])[CH:2]=[CH2:3].[H-].[Na+].Br[CH2:14][C:15]([O:17][CH3:18])=[O:16]. Given the product [CH3:18][O:17][C:15](=[O:16])[CH2:14][O:10][CH2:9][CH2:8][O:7][CH2:6][CH2:5][O:4][CH2:1][CH:2]=[CH2:3], predict the reactants needed to synthesize it.